Dataset: Experimentally validated miRNA-target interactions with 360,000+ pairs, plus equal number of negative samples. Task: Binary Classification. Given a miRNA mature sequence and a target amino acid sequence, predict their likelihood of interaction. (1) The miRNA is hsa-miR-3120-3p with sequence CACAGCAAGUGUAGACAGGCA. The protein sequence of the target gene is MENRPGSFQYVPVQLQGGAPWGFTLKGGLEHCEPLTVSKIEDGGKAALSQKMRTGDELVNINGTPLYGSRQEALILIKGSFRILKLIVRRRNAPVSRPHSWHVAKLLEGCPEAATTMHFPSEAFSLSWHSGCNTSDVCVQWCPLSRHCSTEKSSSIGSMESLEQPGQATYESHLLPIDQNMYPNQRDSAYSSFSASSNASDCALSLRPEEPASTDCIMQGPGPTKAPSGRPNVAETSGGSRRTNGGHLTPSSQMSSRPQEGYQSGPAKAVRGPPQPPVRRDSLQASRAQLLNGEQRRASE.... Result: 0 (no interaction). (2) The miRNA is hsa-miR-425-5p with sequence AAUGACACGAUCACUCCCGUUGA. The protein sequence of the target gene is MATPGNLGSSVLASKTKTKKKHFVAQKVKLFRASDPLLSVLMWGVNHSINELSHVQIPVMLMPDDFKAYSKIKVDNHLFNKENMPSHFKFKEYCPMVFRNLRERFGIDDQDFQNSLTRSAPLPNDSQARSGARFHTSYDKRYIIKTITSEDVAEMHNILKKYHQYIVECHGITLLPQFLGMYRLNVDGVEIYVIVTRNVFSHRLSVYRKYDLKGSTVAREASDKEKAKELPTLKDNDFINEGQKIYIDDNNKKVFLEKLKKDVEFLAQLKLMDYSLLVGIHDVERAEQEEVECEENDGEE.... Result: 1 (interaction). (3) The miRNA is mmu-miR-340-5p with sequence UUAUAAAGCAAUGAGACUGAUU. The protein sequence of the target gene is MAAAAVVAATVPAQSMGADGASSVHWFRKGLRLHDNPALLAAVRGARCVRCVYILDPWFAASSSVGINRWRFLLQSLEDLDTSLRKLNSRLFVVRGQPADVFPRLFKEWGVTRLTFEYDSEPFGKERDAAIMKMAKEAGVEVVTENSHTLYDLDRIIELNGQKPPLTYKRFQALISRMELPKKPAVAVSSQQMESCRAEIQENHDDTYGVPSLEELGFPTEGLGPAVWQGGETEALARLDKHLERKAWVANYERPRMNANSLLASPTGLSPYLRFGCLSCRLFYYRLWDLYKKVKRNSTP.... Result: 1 (interaction). (4) The miRNA is hsa-miR-3185 with sequence AGAAGAAGGCGGUCGGUCUGCGG. The protein sequence of the target gene is MAAPGPASRFWCSCPEVPSATFFTALLSLLVSGPRLFLLQPPLAPSGLSLRSEALRNWQVYRLVTYIFVYENPVSLLCGAIIIWRFAGNFERTVGTVRHCFFTLIFTVFSAIIYLSFESVSSLSKLGEVEDARGFTPVAFAMLGVTSVRSRMRRALVFGVVVPSVLVPWLLLCASWLIPQTSFLSNVSGLLIGLSYGLTYCYSLDLSERVALKLDQKFPFSLMRRIPLFKYISGSSAERRAAQSRRLNPAPGSYPTQSCHPHLTPSYPVTQMQHASGQKLASWPPGHMPSLPPYQPASGL.... Result: 0 (no interaction). (5) The protein sequence of the target gene is MEPDIIRMYSSSPPPLDNGAEDDDDDEFGEFGGFSEVSPSGVGFVDFDTPDYTRPKEEFVPSNHFMPIHEFSENVDSLTSFKSIKNGNDKDITAELSAPVKGQSDVLLSTTSKEIISSEMLATSIDGMERPGNLNKVVEQRQNVGTLESFSPGDFRTNMNVVHQNKQLESCNGEKPPCLEILTNGFAVLETVNPQGTDDLDNVADSKGRKPLSTHSTEYNLDSVPSPAEEFADFATFSKKERIQLEEIECAVLNDREALTIRENNKINRVNELNSVKEVALGRSLDNKGDTDGEDQVCVS.... Result: 1 (interaction). The miRNA is hsa-miR-374b-5p with sequence AUAUAAUACAACCUGCUAAGUG. (6) The miRNA is hsa-miR-1255b-2-3p with sequence AACCACUUUCUUUGCUCAUCCA. The protein sequence of the target gene is MMAAVPPGLEPWNRVRIPKAGNRSAVTVQNPGAALDLCIAAVIKECHLVILSLKSQTLDAETDVLCAVLYSNHNRMGRHKPHLALKQVEQCLKRLKNMNLEGSIQDLFELFSSNENQPLTTKVCVVPSQPVVELVLMKVLGACKLLLRLLDCCCKTFLLTVKHLGLQEFIILNLVMVGLVSRLWVLYKGVLKRLILLYEPLFGLLQEVARIQPMPYFKDFTFPSDITEFLGQPYFEAFKKKMPIAFAAKGINKLLNKLFLINEQSPRASEETLLGISKKAKQMKINVQNNVDLGQPVKNK.... Result: 1 (interaction). (7) The miRNA is hsa-miR-508-3p with sequence UGAUUGUAGCCUUUUGGAGUAGA. The protein sequence of the target gene is MRVPVFEDIKDETEEEKIGEEENEEDQVFYKPVIEDLSMELARKCTELISDIRYKEEFKKSKDKCTFVTDSPMLNHVKNIGAFISEAKYKGTIKADLSNSLYKRMPATIDSVFAGEVTQLQSEVAYKQKHDAAKGFSDYAHMKEPPEVKHAMEVNKHQSNISYRKDVQDTHTYSAELDRPDIKMATQISKIISNAEYKKGQGIMNKEPAVIGRPDFEHAVEASKLSSQIKYKEKFDNEMKDKKHHYNPLESASFRQNQLAATLASNVKYKKDIQNMHDPVSDLPNLLFLDHVLKASKMLS.... Result: 0 (no interaction).